The task is: Predict the reactants needed to synthesize the given product.. This data is from Full USPTO retrosynthesis dataset with 1.9M reactions from patents (1976-2016). The reactants are: [F:1][C:2]([F:21])([F:20])[C:3]1[CH:8]=[CH:7][C:6]([C@:9]23[CH2:14][C@H:13]2[CH2:12][N:11]([CH:15]([CH3:19])[CH2:16][CH2:17]O)[CH2:10]3)=[CH:5][CH:4]=1.S(Cl)([Cl:24])=O.[OH-].[Na+].ClCCl. Given the product [Cl:24][CH2:17][CH2:16][CH:15]([N:11]1[CH2:12][C@H:13]2[C@:9]([C:6]3[CH:7]=[CH:8][C:3]([C:2]([F:21])([F:20])[F:1])=[CH:4][CH:5]=3)([CH2:14]2)[CH2:10]1)[CH3:19], predict the reactants needed to synthesize it.